This data is from Forward reaction prediction with 1.9M reactions from USPTO patents (1976-2016). The task is: Predict the product of the given reaction. (1) Given the reactants [Br:1][C:2]1[CH:17]=[CH:16][C:5]2[N:6]=[C:7]([C:9]3[CH:10]=[C:11]([OH:15])[CH:12]=[CH:13][CH:14]=3)[O:8][C:4]=2[CH:3]=1.I[CH:19]([CH3:21])[CH3:20].C(=O)([O-])[O-].[K+].[K+].O, predict the reaction product. The product is: [Br:1][C:2]1[CH:17]=[CH:16][C:5]2[N:6]=[C:7]([C:9]3[CH:14]=[CH:13][CH:12]=[C:11]([O:15][CH:19]([CH3:21])[CH3:20])[CH:10]=3)[O:8][C:4]=2[CH:3]=1. (2) Given the reactants C[C:2]1(C)[O:6][C:5](=[CH:7][C:8]([N:10]([CH2:13][C:14]2[CH:19]=[CH:18][C:17]([F:20])=[CH:16][C:15]=2[S:21][CH3:22])[O:11][CH3:12])=[O:9])[C:4](=[O:23])[O:3]1, predict the reaction product. The product is: [CH3:2][O:3][C:4](=[O:23])[C:5]([OH:6])=[CH:7][C:8](=[O:9])[N:10]([CH2:13][C:14]1[CH:19]=[CH:18][C:17]([F:20])=[CH:16][C:15]=1[S:21][CH3:22])[O:11][CH3:12]. (3) Given the reactants [CH2:1]([O:8][C:9]([N:11]1[CH2:15][CH2:14][C:13]([F:23])([CH:16](OS(C)(=O)=O)[CH3:17])[CH2:12]1)=[O:10])[C:2]1[CH:7]=[CH:6][CH:5]=[CH:4][CH:3]=1.[N-:24]=[N+:25]=[N-:26].[Na+], predict the reaction product. The product is: [CH2:1]([O:8][C:9]([N:11]1[CH2:15][CH2:14][C:13]([CH:16]([N:24]=[N+:25]=[N-:26])[CH3:17])([F:23])[CH2:12]1)=[O:10])[C:2]1[CH:7]=[CH:6][CH:5]=[CH:4][CH:3]=1. (4) Given the reactants [N:1]1([C:7]2[C:8]3[N:16]=[C:15]([Cl:17])[CH:14]=[CH:13][C:9]=3[N:10]=[CH:11][N:12]=2)[CH2:6][CH2:5][NH:4][CH2:3][CH2:2]1.[Cl:18][C:19]1[CH:20]=[C:21]([N:25]=[C:26]=[O:27])[CH:22]=[CH:23][CH:24]=1, predict the reaction product. The product is: [Cl:18][C:19]1[CH:20]=[C:21]([NH:25][C:26]([CH:2]2[CH2:3][NH:4][CH2:5][CH2:6][N:1]2[C:7]2[C:8]3[N:16]=[C:15]([Cl:17])[CH:14]=[CH:13][C:9]=3[N:10]=[CH:11][N:12]=2)=[O:27])[CH:22]=[CH:23][CH:24]=1. (5) Given the reactants [Cl:1][C:2]1[CH:3]=[N:4][CH:5]=[C:6]([Cl:8])[CH:7]=1.[Li+].CC([N-]C(C)C)C.[I:17]I, predict the reaction product. The product is: [Cl:1][C:2]1[CH:3]=[N:4][CH:5]=[C:6]([Cl:8])[C:7]=1[I:17]. (6) The product is: [NH2:1][C:4]1[CH:5]=[N:6][N:7]([CH2:9][C@H:10]2[O:15][CH2:14][CH2:13][N:12]([C:16]([O:18][C:19]([CH3:22])([CH3:21])[CH3:20])=[O:17])[CH2:11]2)[CH:8]=1. Given the reactants [N+:1]([C:4]1[CH:5]=[N:6][N:7]([CH2:9][C@H:10]2[O:15][CH2:14][CH2:13][N:12]([C:16]([O:18][C:19]([CH3:22])([CH3:21])[CH3:20])=[O:17])[CH2:11]2)[CH:8]=1)([O-])=O, predict the reaction product.